Task: Predict the reaction yield, written as a fraction of the theoretical maximum amount of product (1.0 means a 100% yield; for example, 0.34 means a 34% yield).. Dataset: Reaction yield outcomes from USPTO patents with 853,638 reactions (1) The reactants are C(Cl)(=O)C(Cl)=O.[F:7][C:8]([F:22])([F:21])/[CH:9]=[CH:10]/[C:11]1[CH:19]=[CH:18][C:14]([C:15]([OH:17])=O)=[C:13]([CH3:20])[CH:12]=1.CCN(CC)CC.[N:30]1[C:39]2[C:34](=[CH:35][CH:36]=[N:37][C:38]=2[NH2:40])[CH:33]=[CH:32][CH:31]=1. The catalyst is C(Cl)Cl. The product is [CH3:20][C:13]1[CH:12]=[C:11](/[CH:10]=[CH:9]/[C:8]([F:7])([F:22])[F:21])[CH:19]=[CH:18][C:14]=1[C:15]([NH:40][C:38]1[N:37]=[CH:36][CH:35]=[C:34]2[C:39]=1[N:30]=[CH:31][CH:32]=[CH:33]2)=[O:17]. The yield is 0.300. (2) The reactants are [H-].[Na+].[CH3:3][C:4]1[CH:9]=[C:8]([CH3:10])[CH:7]=[C:6]([CH3:11])[C:5]=1[OH:12].[Cl:13][C:14]1[N:15]=[C:16](Cl)[C:17]2[CH:22]=[CH:21][S:20][C:18]=2[N:19]=1. The catalyst is C1COCC1.O. The product is [Cl:13][C:14]1[N:15]=[C:16]([O:12][C:5]2[C:6]([CH3:11])=[CH:7][C:8]([CH3:10])=[CH:9][C:4]=2[CH3:3])[C:17]2[CH:22]=[CH:21][S:20][C:18]=2[N:19]=1. The yield is 0.970. (3) The reactants are I[CH2:2][C:3](=[CH2:18])[CH2:4][O:5][C:6]1[CH:15]=[CH:14][C:9]([C:10]([O:12][CH3:13])=[O:11])=[CH:8][C:7]=1[CH:16]=O.ClCC(=C)COC1C=CC(C(OC)=O)=CC=1C=O.C1(P(C2C=CC=CC=2)C2C=CC=CC=2)C=CC=CC=1.C[O-].[Na+]. The catalyst is CO.C(#N)C. The product is [CH2:2]=[C:3]1[CH:18]=[CH:16][C:7]2[CH:8]=[C:9]([C:10]([O:12][CH3:13])=[O:11])[CH:14]=[CH:15][C:6]=2[O:5][CH2:4]1. The yield is 0.540. (4) The reactants are I[C:2]1[CH:3]=[C:4]2[N:10]=[C:9]([NH:11][C:12](=[O:16])[O:13][CH2:14][CH3:15])[N:8]([CH2:17][C:18]3[CH:23]=[CH:22][C:21]([O:24][CH2:25][C:26]4[CH:27]=[N:28][C:29]([O:32][CH3:33])=[CH:30][CH:31]=4)=[C:20]([O:34][CH3:35])[CH:19]=3)[C:5]2=[N:6][CH:7]=1.[C:36]1(B(O)O)[CH:41]=[CH:40][CH:39]=[CH:38][CH:37]=1.C(=O)([O-])[O-].[Na+].[Na+]. The catalyst is O1CCOCC1.O.C1C=CC(P(C2C=CC=CC=2)[C-]2C=CC=C2)=CC=1.C1C=CC(P(C2C=CC=CC=2)[C-]2C=CC=C2)=CC=1.[Cl-].[Cl-].[Fe+2].[Pd+2]. The product is [CH3:35][O:34][C:20]1[CH:19]=[C:18]([CH:23]=[CH:22][C:21]=1[O:24][CH2:25][C:26]1[CH:27]=[N:28][C:29]([O:32][CH3:33])=[CH:30][CH:31]=1)[CH2:17][N:8]1[C:5]2=[N:6][CH:7]=[C:2]([C:36]3[CH:41]=[CH:40][CH:39]=[CH:38][CH:37]=3)[CH:3]=[C:4]2[N:10]=[C:9]1[NH:11][C:12](=[O:16])[O:13][CH2:14][CH3:15]. The yield is 0.400.